Dataset: Full USPTO retrosynthesis dataset with 1.9M reactions from patents (1976-2016). Task: Predict the reactants needed to synthesize the given product. (1) Given the product [Br:25][C:26]1[CH:27]=[CH:28][C:19]([CH3:20])=[C:30]([N:32]2[C:2]3[C:3](=[CH:14][CH:15]=[C:16]([OH:18])[CH:17]=3)[C:4]([C:6]3[CH:11]=[CH:10][C:9]([OH:12])=[CH:8][C:7]=3[OH:13])=[N:33]2)[CH:31]=1, predict the reactants needed to synthesize it. The reactants are: O[C:2]1[CH:17]=[C:16]([OH:18])[CH:15]=[CH:14][C:3]=1[C:4]([C:6]1[CH:11]=[CH:10][C:9]([OH:12])=[CH:8][C:7]=1[OH:13])=O.[C:19]([O-])(=O)[CH3:20].[Na+].Cl.[Br:25][C:26]1[CH:27]=[CH:28]C=[C:30]([NH:32][NH2:33])[CH:31]=1. (2) Given the product [CH2:49]([C:48]1[N:16]2[N:15]=[CH:14][CH:13]=[C:12]2[N:11]([CH:8]2[CH2:7][CH2:6][C:5]3([O:4][CH2:3][CH2:2][O:1]3)[CH2:10][CH2:9]2)[C:44](=[O:45])[C:43]=1[CH2:42][C:39]1[CH:38]=[CH:37][C:36]([C:31]2[C:30]([C:28]#[N:29])=[CH:35][CH:34]=[CH:33][CH:32]=2)=[CH:41][CH:40]=1)[CH2:50][CH2:51][CH3:52], predict the reactants needed to synthesize it. The reactants are: [O:1]1[C:5]2([CH2:10][CH2:9][CH:8]([NH:11][C:12]3[NH:16][N:15]=[CH:14][CH:13]=3)[CH2:7][CH2:6]2)[O:4][CH2:3][CH2:2]1.N12CCCN=C1CCCCC2.[C:28]([C:30]1[CH:35]=[CH:34][CH:33]=[CH:32][C:31]=1[C:36]1[CH:41]=[CH:40][C:39]([CH2:42][CH:43]([C:48](=O)[CH2:49][CH2:50][CH2:51][CH3:52])[C:44](OC)=[O:45])=[CH:38][CH:37]=1)#[N:29].C(OCC)(=O)C. (3) The reactants are: Cl.[Cl:2][C:3]1[CH:4]=[C:5]([CH:33]=[CH:34][CH:35]=1)[C:6]([NH:8][C:9]1[CH:14]=[CH:13][C:12]([NH:15][C:16]2[C:25]3[C:20](=[CH:21][C:22]([O:28][CH2:29][CH2:30][CH2:31]Cl)=[C:23]([O:26][CH3:27])[CH:24]=3)[N:19]=[CH:18][N:17]=2)=[CH:11][N:10]=1)=[O:7].[NH2:36][C:37]([CH3:42])([CH3:41])[CH2:38][CH2:39][OH:40].[I-].[K+].CO. Given the product [NH3:8].[Cl:2][C:3]1[CH:4]=[C:5]([CH:33]=[CH:34][CH:35]=1)[C:6]([NH:8][C:9]1[CH:14]=[CH:13][C:12]([NH:15][C:16]2[C:25]3[C:20](=[CH:21][C:22]([O:28][CH2:29][CH2:30][CH2:31][NH:36][C:37]([CH3:42])([CH3:41])[CH2:38][CH2:39][OH:40])=[C:23]([O:26][CH3:27])[CH:24]=3)[N:19]=[CH:18][N:17]=2)=[CH:11][N:10]=1)=[O:7], predict the reactants needed to synthesize it. (4) Given the product [CH2:5]=[C:6]([CH2:10][C:11]([O:13][C:2]([CH3:4])([CH3:3])[CH3:1])=[O:12])[C:7]([O:9][C:2]([CH3:4])([CH3:1])[CH3:3])=[O:8], predict the reactants needed to synthesize it. The reactants are: [CH3:1][C:2]([CH3:4])=[CH2:3].[CH2:5]=[C:6]([CH2:10][C:11]([OH:13])=[O:12])[C:7]([OH:9])=[O:8].S(=O)(=O)(O)O.